This data is from Forward reaction prediction with 1.9M reactions from USPTO patents (1976-2016). The task is: Predict the product of the given reaction. (1) Given the reactants [NH2:1][C:2]1[CH:11]=[C:10]2[C:5]([CH2:6][CH2:7][N:8](C(OC(C)(C)C)=O)[CH2:9]2)=[CH:4][CH:3]=1.[Cl:19][C:20]1[CH:25]=[CH:24][C:23]([C:26]2[CH:31]=[CH:30][C:29]([S:32](Cl)(=[O:34])=[O:33])=[CH:28][CH:27]=2)=[CH:22][CH:21]=1, predict the reaction product. The product is: [Cl:19][C:20]1[CH:25]=[CH:24][C:23]([C:26]2[CH:31]=[CH:30][C:29]([S:32]([NH:1][C:2]3[CH:11]=[C:10]4[C:5]([CH2:6][CH2:7][NH:8][CH2:9]4)=[CH:4][CH:3]=3)(=[O:34])=[O:33])=[CH:28][CH:27]=2)=[CH:22][CH:21]=1. (2) Given the reactants [C:1]([C@@H:9]1[CH2:13][CH:12]([CH2:14][C:15]2[CH:20]=[CH:19][C:18]([C:21]3[CH:26]=[CH:25][CH:24]=[CH:23][CH:22]=3)=[CH:17][CH:16]=2)[N:11](/[CH:27]=[CH:28]/[C:29]2[CH:34]=[CH:33][CH:32]=[CH:31][CH:30]=2)[C:10]1=[O:35])(=O)C1C=CC=CC=1.C=O.CCN(C(C)C)C(C)C.[Cl-].[Li+], predict the reaction product. The product is: [C:18]1([C:21]2[CH:22]=[CH:23][CH:24]=[CH:25][CH:26]=2)[CH:17]=[CH:16][C:15]([CH2:14][C@H:12]2[N:11](/[CH:27]=[CH:28]/[C:29]3[CH:30]=[CH:31][CH:32]=[CH:33][CH:34]=3)[C:10](=[O:35])[C:9](=[CH2:1])[CH2:13]2)=[CH:20][CH:19]=1. (3) The product is: [C:1]([CH2:3][C@H:4]1[CH2:15][CH2:14][C:13]2[S:12][C:11]3[N:10]=[CH:9][N:8]=[C:7]([O:16][CH:17]4[CH2:18][CH2:19][C:20]([N:24]([CH3:32])[C:25](=[O:31])[O:26][C:27]([CH3:28])([CH3:30])[CH3:29])([CH3:23])[CH2:21][CH2:22]4)[C:6]=3[C:5]1=2)(=[O:33])[NH2:2]. Given the reactants [C:1]([CH2:3][C@H:4]1[CH2:15][CH2:14][C:13]2[S:12][C:11]3[N:10]=[CH:9][N:8]=[C:7]([O:16][CH:17]4[CH2:22][CH2:21][C:20]([N:24]([CH3:32])[C:25](=[O:31])[O:26][C:27]([CH3:30])([CH3:29])[CH3:28])([CH3:23])[CH2:19][CH2:18]4)[C:6]=3[C:5]1=2)#[N:2].[OH:33][Li].O.OO, predict the reaction product. (4) Given the reactants CC1C=CC=CC=1P(C1C=CC=CC=1C)C1C=CC=CC=1C.[F-].[K+].[CH3:25][C:26]1[CH:31]=[CH:30][CH:29]=[C:28]([CH3:32])[C:27]=1B(O)O.Br[CH2:37][C:38]([O:40][CH2:41][CH3:42])=[O:39], predict the reaction product. The product is: [CH3:25][C:26]1[CH:31]=[CH:30][CH:29]=[C:28]([CH3:32])[C:27]=1[CH2:37][C:38]([O:40][CH2:41][CH3:42])=[O:39]. (5) The product is: [OH:4][C:5]([CH3:1])([CH2:25][C:26]1[CH:27]=[CH:28][CH:29]=[CH:30][CH:31]=1)/[CH:6]=[CH:7]/[C@H:8]1[CH2:12][CH2:11][C:10](=[O:13])[N:9]1[CH2:14][CH2:15][CH2:16][CH2:17][CH2:18][CH2:19][C:20]([OH:22])=[O:21]. Given the reactants [CH3:1][Mg+].[Br-].[O:4]=[C:5]([CH2:25][C:26]1[CH:31]=[CH:30][CH:29]=[CH:28][CH:27]=1)/[CH:6]=[CH:7]/[C@H:8]1[CH2:12][CH2:11][C:10](=[O:13])[N:9]1[CH2:14][CH2:15][CH2:16][CH2:17][CH2:18][CH2:19][C:20]([O:22]CC)=[O:21].C[Ce].Cl.[Li+].[OH-], predict the reaction product. (6) Given the reactants O[C:2]1[C:11]2[C:6](=[N:7][CH:8]=[CH:9][CH:10]=2)[N:5]([C:12]2[CH:17]=[CH:16][CH:15]=[C:14]([O:18][C:19]([F:22])([F:21])[F:20])[CH:13]=2)[C:4](=[O:23])[C:3]=1[C:24](=O)[CH2:25][C:26]1[CH:31]=[CH:30][CH:29]=[CH:28][C:27]=1[N+:32]([O-:34])=[O:33].O.[NH2:37][NH2:38].C(=O)([O-])O.[Na+], predict the reaction product. The product is: [N+:32]([C:27]1[CH:28]=[CH:29][CH:30]=[CH:31][C:26]=1[CH2:25][C:24]1[C:3]2[C:4](=[O:23])[N:5]([C:12]3[CH:17]=[CH:16][CH:15]=[C:14]([O:18][C:19]([F:21])([F:22])[F:20])[CH:13]=3)[C:6]3[N:7]=[CH:8][CH:9]=[CH:10][C:11]=3[C:2]=2[NH:38][N:37]=1)([O-:34])=[O:33]. (7) Given the reactants [NH2:1][C:2]1[CH:9]=[C:8]([Cl:10])[CH:7]=[CH:6][C:3]=1C#N.C[Mg]Cl.Cl.CC[O:17][CH2:18][CH3:19], predict the reaction product. The product is: [NH2:1][C:2]1[CH:9]=[C:8]([Cl:10])[CH:7]=[CH:6][C:3]=1[C:18](=[O:17])[CH3:19].